Dataset: Catalyst prediction with 721,799 reactions and 888 catalyst types from USPTO. Task: Predict which catalyst facilitates the given reaction. Reactant: Br[C:2]1[C:6]2=[N:7][CH:8]=[CH:9][CH:10]=[C:5]2[S:4][C:3]=1[NH:11][C:12](=[O:18])[O:13][C:14]([CH3:17])([CH3:16])[CH3:15].[Li]CCCC.CCCCCC.[C:30](=[O:32])=[O:31].Cl. Product: [C:14]([O:13][C:12]([NH:11][C:3]1[S:4][C:5]2[C:6](=[N:7][CH:8]=[CH:9][CH:10]=2)[C:2]=1[C:30]([OH:32])=[O:31])=[O:18])([CH3:17])([CH3:16])[CH3:15]. The catalyst class is: 1.